Predict the reaction yield, written as a fraction of the theoretical maximum amount of product (1.0 means a 100% yield; for example, 0.34 means a 34% yield). From a dataset of Reaction yield outcomes from USPTO patents with 853,638 reactions. The reactants are Br[C:2]1[CH:3]=[N:4][CH:5]=[N:6][CH:7]=1.[Cl:8][C:9]1[CH:14]=[CH:13][N:12]=[C:11]2[CH:15]=[C:16]([Sn](C)(C)C)[S:17][C:10]=12. The catalyst is C1(C)C=CC=CC=1. The product is [Cl:8][C:9]1[CH:14]=[CH:13][N:12]=[C:11]2[CH:15]=[C:16]([C:2]3[CH:3]=[N:4][CH:5]=[N:6][CH:7]=3)[S:17][C:10]=12. The yield is 0.510.